This data is from Forward reaction prediction with 1.9M reactions from USPTO patents (1976-2016). The task is: Predict the product of the given reaction. (1) Given the reactants [CH3:1][C:2]1[CH:3]=[C:4]([NH:9][C:10]2[C:11]([NH:21][C:22]3[CH:27]=[CH:26][CH:25]=[CH:24][CH:23]=3)=[CH:12][CH:13]=[C:14]([O:16][C:17]([F:20])([F:19])[F:18])[CH:15]=2)[CH:5]=[C:6]([CH3:8])[CH:7]=1.[ClH:28], predict the reaction product. The product is: [Cl-:28].[NH:21]([C:11]1[CH:12]=[CH:13][C:14]([O:16][C:17]([F:18])([F:19])[F:20])=[CH:15][C:10]=1[NH2+:9][C:4]1[CH:5]=[C:6]([CH3:8])[CH:7]=[C:2]([CH3:1])[CH:3]=1)[C:22]1[CH:23]=[CH:24][CH:25]=[CH:26][CH:27]=1. (2) The product is: [Br:15][C:13]1[CH:12]=[CH:11][C:6]2[N:7]([CH2:8][CH2:9][OH:10])[C:3]([CH2:2][NH:1][C:22](=[O:23])[O:24][C:25]([CH3:28])([CH3:27])[CH3:26])=[N:4][C:5]=2[CH:14]=1. Given the reactants [NH2:1][CH2:2][C:3]1[N:7]([CH2:8][CH2:9][OH:10])[C:6]2[CH:11]=[CH:12][C:13]([Br:15])=[CH:14][C:5]=2[N:4]=1.C([O-])([O-])=O.[K+].[K+].[C:22](O[C:22]([O:24][C:25]([CH3:28])([CH3:27])[CH3:26])=[O:23])([O:24][C:25]([CH3:28])([CH3:27])[CH3:26])=[O:23], predict the reaction product. (3) Given the reactants [NH:1]1[C:5]2=[N:6][CH:7]=[CH:8][N:9]=[C:4]2[N:3]=[C:2]1[C:10]([C@@H:13]1[C:26]2[C:21](=[N:22][C:23](Cl)=[CH:24][CH:25]=2)[O:20][C:19]2[C:14]1=[CH:15][CH:16]=[CH:17][C:18]=2[F:28])([CH3:12])[CH3:11].[O:29]1[CH2:34][CH2:33][N:32]([C:35]([C:37]2[CH:42]=[CH:41][C:40](B3OC(C)(C)C(C)(C)O3)=[CH:39][CH:38]=2)=[O:36])[CH2:31][CH2:30]1.[O-]P([O-])([O-])=O.[K+].[K+].[K+], predict the reaction product. The product is: [NH:1]1[C:5]2=[N:6][CH:7]=[CH:8][N:9]=[C:4]2[N:3]=[C:2]1[C:10]([C@@H:13]1[C:26]2[C:21](=[N:22][C:23]([C:40]3[CH:39]=[CH:38][C:37]([C:35]([N:32]4[CH2:33][CH2:34][O:29][CH2:30][CH2:31]4)=[O:36])=[CH:42][CH:41]=3)=[CH:24][CH:25]=2)[O:20][C:19]2[C:14]1=[CH:15][CH:16]=[CH:17][C:18]=2[F:28])([CH3:12])[CH3:11]. (4) Given the reactants [H-].C([Al+]CC(C)C)C(C)C.[CH2:11]([N:18]1[CH2:23][CH2:22][CH:21]([NH:24][C:25]([NH:27][CH:28]([C:33]2[CH:38]=[CH:37][C:36]([F:39])=[CH:35][CH:34]=2)[C:29](OC)=O)=[O:26])[CH2:20][CH2:19]1)[C:12]1[CH:17]=[CH:16][CH:15]=[CH:14][CH:13]=1, predict the reaction product. The product is: [CH2:11]([N:18]1[CH2:23][CH2:22][CH:21]([N:24]2[CH:29]=[C:28]([C:33]3[CH:38]=[CH:37][C:36]([F:39])=[CH:35][CH:34]=3)[NH:27][C:25]2=[O:26])[CH2:20][CH2:19]1)[C:12]1[CH:17]=[CH:16][CH:15]=[CH:14][CH:13]=1. (5) Given the reactants [CH2:1]([O:8][C:9]1[CH:14]=[CH:13][N:12]=[CH:11][C:10]=1[N+:15]([O-])=O)[C:2]1[CH:7]=[CH:6][CH:5]=[CH:4][CH:3]=1.[H][H], predict the reaction product. The product is: [CH2:1]([O:8][C:9]1[CH:14]=[CH:13][N:12]=[CH:11][C:10]=1[NH2:15])[C:2]1[CH:3]=[CH:4][CH:5]=[CH:6][CH:7]=1. (6) Given the reactants [CH:1]([S:4](Cl)(=[O:6])=[O:5])([CH3:3])[CH3:2].[C:8]([O:12][C:13]([NH:15][C:16]1[CH:22]=[CH:21][C:19]([NH2:20])=[CH:18][CH:17]=1)=[O:14])([CH3:11])([CH3:10])[CH3:9], predict the reaction product. The product is: [C:8]([O:12][C:13]([NH:15][C:16]1[CH:17]=[CH:18][C:19]([NH:20][S:4]([CH:1]([CH3:3])[CH3:2])(=[O:6])=[O:5])=[CH:21][CH:22]=1)=[O:14])([CH3:11])([CH3:9])[CH3:10].